From a dataset of Catalyst prediction with 721,799 reactions and 888 catalyst types from USPTO. Predict which catalyst facilitates the given reaction. (1) Reactant: Br.[NH2:2][C:3]1[C:4]2[N:5]([C:9](=[S:21])[NH:10][C:11]=2[C:12]2[NH:13][C:14]3[C:19]([CH:20]=2)=[CH:18][CH:17]=[CH:16][CH:15]=3)[CH:6]=[CH:7][N:8]=1.[CH2:22](Br)[C:23]1[CH:28]=[CH:27][CH:26]=[CH:25][CH:24]=1.C(N(CC)C(C)C)(C)C. Product: [CH2:22]([S:21][C:9]1[N:5]2[CH:6]=[CH:7][N:8]=[C:3]([NH2:2])[C:4]2=[C:11]([C:12]2[NH:13][C:14]3[C:19]([CH:20]=2)=[CH:18][CH:17]=[CH:16][CH:15]=3)[N:10]=1)[C:23]1[CH:28]=[CH:27][CH:26]=[CH:25][CH:24]=1. The catalyst class is: 3. (2) Reactant: Br[C:2]1[CH:3]=[C:4]2[C:8](=[CH:9][CH:10]=1)[NH:7][CH2:6][CH:5]2[CH3:11].[CH3:12][N:13]1[CH:17]=[C:16](B2OC(C)(C)C(C)(C)O2)[CH:15]=[N:14]1.C([O-])([O-])=O.[K+].[K+].O. Product: [CH3:11][CH:5]1[C:4]2[C:8](=[CH:9][CH:10]=[C:2]([C:16]3[CH:15]=[N:14][N:13]([CH3:12])[CH:17]=3)[CH:3]=2)[NH:7][CH2:6]1. The catalyst class is: 117. (3) Reactant: [CH3:1][C:2]12[CH2:12][CH:11]1[C:10]1[C:9]([OH:13])=[CH:8][CH:7]=[CH:6][C:5]=1[O:4][CH2:3]2.C([O-])([O-])=O.[K+].[K+].Cl[C:21]1[CH:26]=[CH:25][C:24]([N+:27]([O-:29])=[O:28])=[CH:23][N:22]=1. Product: [CH3:1][C:2]12[CH2:12][CH:11]1[C:10]1[C:9]([O:13][C:21]3[CH:26]=[CH:25][C:24]([N+:27]([O-:29])=[O:28])=[CH:23][N:22]=3)=[CH:8][CH:7]=[CH:6][C:5]=1[O:4][CH2:3]2. The catalyst class is: 9. (4) Reactant: FC(F)(F)S(O[C:7]1[C:8]([CH3:39])([CH3:38])[C@H:9]2[C@:22]([CH3:25])([CH2:23][CH:24]=1)[C@@H:21]1[C@:12]([CH3:37])([C@@:13]3([CH3:36])[C@H:18]([CH2:19][CH2:20]1)[C@H:17]1[C@H:26]([C:29]([CH3:31])=[CH2:30])[CH2:27][CH2:28][C@:16]1([NH:32][CH2:33][CH2:34][Cl:35])[CH2:15][CH2:14]3)[CH2:11][CH2:10]2)(=O)=O.CC1(C)C(C)(C)OB([C:50]2[CH2:68][C:52]3([CH2:55][C:54]([C:62]([O:64][CH:65]([CH3:67])[CH3:66])=[O:63])([C:56]([O:58][CH:59]([CH3:61])[CH3:60])=[O:57])[CH2:53]3)[CH:51]=2)O1.O.C(=O)([O-])[O-].[Na+].[Na+].O1CCOCC1. Product: [Cl:35][CH2:34][CH2:33][NH:32][C@:16]12[CH2:28][CH2:27][C@@H:26]([C:29]([CH3:31])=[CH2:30])[C@@H:17]1[C@@H:18]1[C@@:13]([CH3:36])([CH2:14][CH2:15]2)[C@@:12]2([CH3:37])[C@@H:21]([C@:22]3([CH3:25])[C@@H:9]([CH2:10][CH2:11]2)[C:8]([CH3:38])([CH3:39])[C:7]([C:50]2[CH2:68][C:52]4([CH2:53][C:54]([C:56]([O:58][CH:59]([CH3:61])[CH3:60])=[O:57])([C:62]([O:64][CH:65]([CH3:67])[CH3:66])=[O:63])[CH2:55]4)[CH:51]=2)=[CH:24][CH2:23]3)[CH2:20][CH2:19]1. The catalyst class is: 103. (5) Reactant: [CH2:1]([N:3]1[CH2:9][CH2:8][C:7]2[CH:10]=[C:11]([NH2:14])[CH:12]=[CH:13][C:6]=2[CH2:5][CH2:4]1)[CH3:2].Cl[C:16]1[N:21]=[C:20]([NH:22][CH2:23][CH2:24][NH:25][S:26]([CH3:29])(=[O:28])=[O:27])[C:19]([Cl:30])=[CH:18][N:17]=1.Cl.O1CCOCC1. Product: [Cl:30][C:19]1[C:20]([NH:22][CH2:23][CH2:24][NH:25][S:26]([CH3:29])(=[O:28])=[O:27])=[N:21][C:16]([NH:14][C:11]2[CH:12]=[CH:13][C:6]3[CH2:5][CH2:4][N:3]([CH2:1][CH3:2])[CH2:9][CH2:8][C:7]=3[CH:10]=2)=[N:17][CH:18]=1. The catalyst class is: 41. (6) Reactant: [Cl:1][C:2]1[CH:7]=[C:6]([NH:8][CH3:9])[C:5]([NH2:10])=[CH:4][CH:3]=1.[CH2:11]([O:13][CH:14]([O:23][CH2:24][CH3:25])[C:15]1[CH:20]=[CH:19][N:18]=[CH:17][C:16]=1[CH:21]=O)[CH3:12]. Product: [Cl:1][C:2]1[CH:3]=[CH:4][C:5]2[N:10]=[C:21]([C:16]3[CH:17]=[N:18][CH:19]=[CH:20][C:15]=3[CH:14]([O:23][CH2:24][CH3:25])[O:13][CH2:11][CH3:12])[N:8]([CH3:9])[C:6]=2[CH:7]=1. The catalyst class is: 12. (7) Reactant: [C:1]([O:5][C:6]([N:8]1[CH2:20][C@@H:19]([CH3:21])[N:18]2[C@H:10]([CH2:11][C:12]3[C:17]2=[N:16][C:15](Br)=[CH:14][CH:13]=3)[CH2:9]1)=[O:7])([CH3:4])([CH3:3])[CH3:2].C([Li])(C)(C)C.[CH:28](=[O:30])[CH3:29].[Cl-].[NH4+]. Product: [C:1]([O:5][C:6]([N:8]1[CH2:20][C@@H:19]([CH3:21])[N:18]2[C@H:10]([CH2:11][C:12]3[C:17]2=[N:16][C:15]([CH:28]([OH:30])[CH3:29])=[CH:14][CH:13]=3)[CH2:9]1)=[O:7])([CH3:4])([CH3:3])[CH3:2]. The catalyst class is: 27. (8) Reactant: [CH2:1]([O:3][C:4]([C:6]1[S:7][C:8]([S:19]([CH3:22])(=O)=O)=[C:9]2[C:17]3[N:16]([CH3:18])[N:15]=[CH:14][C:13]=3[CH2:12][CH2:11][C:10]=12)=[O:5])[CH3:2].[H-].[Na+].[C:25](O)(=O)[CH2:26][C:27]([CH2:32][C:33](O)=O)(C(O)=O)O. Product: [CH2:1]([O:3][C:4]([C:6]1[S:7][C:8]([S:19][C:22]2[CH:33]=[CH:32][CH:27]=[CH:26][CH:25]=2)=[C:9]2[C:17]3[N:16]([CH3:18])[N:15]=[CH:14][C:13]=3[CH2:12][CH2:11][C:10]=12)=[O:5])[CH3:2]. The catalyst class is: 1.